This data is from Reaction yield outcomes from USPTO patents with 853,638 reactions. The task is: Predict the reaction yield, written as a fraction of the theoretical maximum amount of product (1.0 means a 100% yield; for example, 0.34 means a 34% yield). (1) The reactants are [Al+3].[Cl-].[Cl-].[Cl-].[Br:5][C:6]1[CH:7]=[C:8]2[CH:14]=[CH:13][NH:12][C:9]2=[N:10][CH:11]=1.[C:15](Cl)(=[O:22])[C:16]1[CH:21]=[CH:20][CH:19]=[CH:18][CH:17]=1. The catalyst is ClCCl. The product is [Br:5][C:6]1[CH:7]=[C:8]2[C:14]([C:15]([C:16]3[CH:21]=[CH:20][CH:19]=[CH:18][CH:17]=3)=[O:22])=[CH:13][NH:12][C:9]2=[N:10][CH:11]=1. The yield is 0.400. (2) The reactants are [NH:1]1[C:9]2[C:4](=[CH:5][CH:6]=[CH:7][CH:8]=2)[C:3]([CH2:10][C@H:11]([NH:23][C:24](=[O:30])[O:25][C:26]([CH3:29])([CH3:28])[CH3:27])[CH2:12][O:13][C:14]2[CH:19]=[CH:18][CH:17]=[C:16]([N+:20]([O-])=O)[CH:15]=2)=[CH:2]1.C([O-])=O.[NH4+]. The catalyst is CO.[Pd]. The product is [NH2:20][C:16]1[CH:15]=[C:14]([CH:19]=[CH:18][CH:17]=1)[O:13][CH2:12][C@@H:11]([NH:23][C:24](=[O:30])[O:25][C:26]([CH3:29])([CH3:27])[CH3:28])[CH2:10][C:3]1[C:4]2[C:9](=[CH:8][CH:7]=[CH:6][CH:5]=2)[NH:1][CH:2]=1. The yield is 0.870. (3) The reactants are [C:14]1(P([C:14]2[CH:19]=[CH:18][CH:17]=[CH:16][CH:15]=2)[C:14]2[CH:19]=[CH:18][CH:17]=[CH:16][CH:15]=2)[CH:19]=[CH:18][CH:17]=[CH:16][CH:15]=1.[CH3:20][C:21]1[O:25][C:24]([CH2:26][CH2:27][OH:28])=[CH:23][CH:22]=1.[C:29]([NH:32]C1C=CC(O)=CC=1)(=[O:31])[CH3:30].CCOC(/N=N/C(OCC)=O)=O. The catalyst is C(Cl)Cl.C1COCC1. The product is [CH3:20][C:21]1[O:25][C:24]([CH2:26][CH2:27][O:28][C:14]2[CH:15]=[CH:16][C:17]([CH2:30][C:29]([NH2:32])=[O:31])=[CH:18][CH:19]=2)=[CH:23][CH:22]=1. The yield is 0.520.